This data is from Forward reaction prediction with 1.9M reactions from USPTO patents (1976-2016). The task is: Predict the product of the given reaction. (1) The product is: [CH:11]1([CH:10]([NH:17][C:18]2[CH:23]=[CH:22][C:21]([C:24]([N:26]([CH3:34])[CH2:27][CH2:28][C:29]([O:31][CH2:32][CH3:33])=[O:30])=[O:25])=[CH:20][CH:19]=2)[C:8]2[O:9][C:5]3[CH:4]=[CH:3][C:2]([NH:1][S:43]([C:37]4[CH:42]=[CH:41][CH:40]=[CH:39][CH:38]=4)(=[O:45])=[O:44])=[CH:36][C:6]=3[C:7]=2[CH3:35])[CH2:12][CH2:13][CH2:14][CH2:15][CH2:16]1. Given the reactants [NH2:1][C:2]1[CH:3]=[CH:4][C:5]2[O:9][C:8]([CH:10]([NH:17][C:18]3[CH:23]=[CH:22][C:21]([C:24]([N:26]([CH3:34])[CH2:27][CH2:28][C:29]([O:31][CH2:32][CH3:33])=[O:30])=[O:25])=[CH:20][CH:19]=3)[CH:11]3[CH2:16][CH2:15][CH2:14][CH2:13][CH2:12]3)=[C:7]([CH3:35])[C:6]=2[CH:36]=1.[C:37]1([S:43](Cl)(=[O:45])=[O:44])[CH:42]=[CH:41][CH:40]=[CH:39][CH:38]=1.[Cl-].[NH4+], predict the reaction product. (2) Given the reactants [Si]([O:8][C:9]1[CH:10]=[C:11]([S:15]([C:18]2[CH:35]=[CH:34][C:21]3[CH2:22][CH2:23][N:24]([C:27]([O:29][C:30]([CH3:33])([CH3:32])[CH3:31])=[O:28])[CH2:25][CH2:26][C:20]=3[CH:19]=2)(=[O:17])=[O:16])[CH:12]=[CH:13][CH:14]=1)(C(C)(C)C)(C)C.O1CCCC1, predict the reaction product. The product is: [OH:8][C:9]1[CH:10]=[C:11]([S:15]([C:18]2[CH:35]=[CH:34][C:21]3[CH2:22][CH2:23][N:24]([C:27]([O:29][C:30]([CH3:31])([CH3:32])[CH3:33])=[O:28])[CH2:25][CH2:26][C:20]=3[CH:19]=2)(=[O:16])=[O:17])[CH:12]=[CH:13][CH:14]=1. (3) The product is: [Br:1][C:2]1[CH:3]=[CH:4][C:5]([O:23][C:30]([N:24]2[CH2:29][CH2:28][O:27][CH2:26][CH2:25]2)=[O:31])=[C:6]([CH:22]=1)[C:7]([NH:9][C:10]1[CH:15]=[C:14]([C:16]([F:19])([F:17])[F:18])[CH:13]=[C:12]([O:20][CH3:21])[CH:11]=1)=[O:8]. Given the reactants [Br:1][C:2]1[CH:3]=[CH:4][C:5]([OH:23])=[C:6]([CH:22]=1)[C:7]([NH:9][C:10]1[CH:15]=[C:14]([C:16]([F:19])([F:18])[F:17])[CH:13]=[C:12]([O:20][CH3:21])[CH:11]=1)=[O:8].[N:24]1([C:30](Cl)=[O:31])[CH2:29][CH2:28][O:27][CH2:26][CH2:25]1, predict the reaction product. (4) Given the reactants [H-].[Na+].[OH:3][C:4]1[CH:9]=[CH:8][C:7]([CH2:10][CH2:11][CH2:12][CH2:13][OH:14])=[CH:6][CH:5]=1.Cl[CH2:16][C:17]1[N:18]=[C:19](/[CH:22]=[CH:23]/[C:24]2[CH:29]=[CH:28][C:27]([F:30])=[CH:26][C:25]=2[F:31])[O:20][CH:21]=1.Cl, predict the reaction product. The product is: [F:31][C:25]1[CH:26]=[C:27]([F:30])[CH:28]=[CH:29][C:24]=1/[CH:23]=[CH:22]/[C:19]1[O:20][CH:21]=[C:17]([CH2:16][O:3][C:4]2[CH:5]=[CH:6][C:7]([CH2:10][CH2:11][CH2:12][CH2:13][OH:14])=[CH:8][CH:9]=2)[N:18]=1.